Dataset: Full USPTO retrosynthesis dataset with 1.9M reactions from patents (1976-2016). Task: Predict the reactants needed to synthesize the given product. (1) Given the product [CH3:1][O:2][C:3](=[O:13])[C:4]1[C:9]([O:10][CH3:11])=[C:8]([I:14])[C:7]([NH2:12])=[N:6][CH:5]=1, predict the reactants needed to synthesize it. The reactants are: [CH3:1][O:2][C:3](=[O:13])[C:4]1[C:9]([O:10][CH3:11])=[CH:8][C:7]([NH2:12])=[N:6][CH:5]=1.[I:14]I. (2) Given the product [CH3:12][O:11][C:9]1[CH:10]=[C:5]2[C:6](=[CH:7][CH:8]=1)[C:13]([CH3:23])([C:14]([F:15])([F:16])[F:17])[O:24][C:3](=[O:2])[CH2:4]2, predict the reactants needed to synthesize it. The reactants are: C[O:2][C:3](=[O:24])[CH2:4][C:5]1[CH:10]=[C:9]([O:11][CH3:12])[CH:8]=[CH:7][C:6]=1[C:13]([CH3:23])(O[Si](C)(C)C)[C:14]([F:17])([F:16])[F:15].[F-].C([N+](CCCC)(CCCC)CCCC)CCC.O. (3) Given the product [Cl:10][C:11]1[C:12]2[N:13]([C:2]([CH:5]3[CH2:9][CH2:8][O:7][CH2:6]3)=[CH:3][C:17]=2[C:18]([O:20][CH2:21][CH3:22])=[O:19])[CH:14]=[CH:15][CH:16]=1, predict the reactants needed to synthesize it. The reactants are: Br[CH:2]([CH:5]1[CH2:9][CH2:8][O:7][CH2:6]1)[CH:3]=O.[Cl:10][C:11]1[C:12]([CH2:17][C:18]([O:20][CH2:21][CH3:22])=[O:19])=[N:13][CH:14]=[CH:15][CH:16]=1.C([O-])(O)=O.[Na+].